Dataset: Forward reaction prediction with 1.9M reactions from USPTO patents (1976-2016). Task: Predict the product of the given reaction. (1) The product is: [CH2:25]([N:17]1[C:18]2[C:23](=[CH:22][CH:21]=[CH:20][CH:19]=2)[CH2:24][CH:15]([NH2:14])[CH2:16]1)[C:26]1[CH:27]=[CH:28][CH:29]=[CH:30][CH:31]=1. Given the reactants FC(F)(F)C(O)=O.C(OC(=O)[NH:14][CH:15]1[CH2:24][C:23]2[C:18](=[CH:19][CH:20]=[CH:21][CH:22]=2)[N:17]([CH2:25][C:26]2[CH:31]=[CH:30][CH:29]=[CH:28][CH:27]=2)[CH2:16]1)(C)(C)C.C(=O)([O-])[O-].[K+].[K+], predict the reaction product. (2) Given the reactants [F:1][C:2]([F:25])([F:24])[C:3]1[CH:4]=[CH:5][C:6]([NH:9][C@H:10]2[C@@H:15]3[CH2:16][C@@H:12]([CH2:13][N:14]3C(OC(C)(C)C)=O)[CH2:11]2)=[N:7][CH:8]=1.Cl, predict the reaction product. The product is: [F:25][C:2]([F:1])([F:24])[C:3]1[CH:4]=[CH:5][C:6]([NH:9][C@H:10]2[C@@H:15]3[CH2:16][C@@H:12]([CH2:13][NH:14]3)[CH2:11]2)=[N:7][CH:8]=1.